This data is from hERG Central: cardiac toxicity at 1µM, 10µM, and general inhibition. The task is: Predict hERG channel inhibition at various concentrations. The compound is Cc1ccc(NC(=O)CN(C)C(=O)c2ccc(Cl)c([N+](=O)[O-])c2)cc1. Results: hERG_inhib (hERG inhibition (general)): blocker.